From a dataset of Peptide-MHC class II binding affinity with 134,281 pairs from IEDB. Regression. Given a peptide amino acid sequence and an MHC pseudo amino acid sequence, predict their binding affinity value. This is MHC class II binding data. (1) The peptide sequence is EKKYFAATQQEPLAA. The MHC is DRB1_0101 with pseudo-sequence DRB1_0101. The binding affinity (normalized) is 0.621. (2) The peptide sequence is HSLGKWLGAPDKF. The MHC is H-2-IAs with pseudo-sequence H-2-IAs. The binding affinity (normalized) is 0.744. (3) The peptide sequence is AFIYKLLELLAERDD. The MHC is HLA-DQA10101-DQB10501 with pseudo-sequence HLA-DQA10101-DQB10501. The binding affinity (normalized) is 0.0950. (4) The peptide sequence is GWYLVAATAAAATLR. The MHC is DRB1_0401 with pseudo-sequence DRB1_0401. The binding affinity (normalized) is 0.0236. (5) The peptide sequence is DVPYLTKRQDKLCGS. The MHC is DRB1_0301 with pseudo-sequence DRB1_0301. The binding affinity (normalized) is 0.279. (6) The peptide sequence is VNWEVIIMDEAHFLD. The MHC is DRB3_0101 with pseudo-sequence DRB3_0101. The binding affinity (normalized) is 0.898. (7) The peptide sequence is YDKFLANVSTVLTDK. The MHC is DRB1_0405 with pseudo-sequence DRB1_0405. The binding affinity (normalized) is 0.621.